Dataset: NCI-60 drug combinations with 297,098 pairs across 59 cell lines. Task: Regression. Given two drug SMILES strings and cell line genomic features, predict the synergy score measuring deviation from expected non-interaction effect. Synergy scores: CSS=3.59, Synergy_ZIP=-3.44, Synergy_Bliss=-2.93, Synergy_Loewe=-1.60, Synergy_HSA=-0.761. Drug 1: C1CCC(C1)C(CC#N)N2C=C(C=N2)C3=C4C=CNC4=NC=N3. Cell line: LOX IMVI. Drug 2: CC1=CC=C(C=C1)C2=CC(=NN2C3=CC=C(C=C3)S(=O)(=O)N)C(F)(F)F.